Task: Regression. Given a peptide amino acid sequence and an MHC pseudo amino acid sequence, predict their binding affinity value. This is MHC class II binding data.. Dataset: Peptide-MHC class II binding affinity with 134,281 pairs from IEDB (1) The peptide sequence is AGYLVGRKPLAFFSW. The MHC is DRB1_0301 with pseudo-sequence DRB1_0301. The binding affinity (normalized) is 0.702. (2) The peptide sequence is GRKNGSFIIDGKSRK. The MHC is DRB1_0901 with pseudo-sequence DRB1_0901. The binding affinity (normalized) is 0.274. (3) The peptide sequence is FFIQSFTMSTALKRL. The MHC is DRB1_0405 with pseudo-sequence DRB1_0405. The binding affinity (normalized) is 0.380. (4) The peptide sequence is ALSRVQSMFLGTGGS. The MHC is HLA-DQA10501-DQB10201 with pseudo-sequence HLA-DQA10501-DQB10201. The binding affinity (normalized) is 0.207. (5) The peptide sequence is DILLRMSKMQLGSSS. The MHC is DRB1_0401 with pseudo-sequence DRB1_0401. The binding affinity (normalized) is 0.0901. (6) The peptide sequence is SPALFLSFLYTLELK. The MHC is DRB1_0701 with pseudo-sequence DRB1_0701. The binding affinity (normalized) is 0.846. (7) The peptide sequence is VGAITTIEDPVLAKK. The MHC is DRB3_0101 with pseudo-sequence DRB3_0101. The binding affinity (normalized) is 0.463. (8) The peptide sequence is EATTDGLGWYKIEID. The MHC is DRB3_0101 with pseudo-sequence DRB3_0101. The binding affinity (normalized) is 0.566. (9) The peptide sequence is EWRFDSRLAFHHVAREL. The MHC is DRB1_0101 with pseudo-sequence DRB1_0101. The binding affinity (normalized) is 0. (10) The peptide sequence is LFFNHHKVMLLGHDD. The MHC is HLA-DQA10501-DQB10201 with pseudo-sequence HLA-DQA10501-DQB10201. The binding affinity (normalized) is 0.0834.